From a dataset of Catalyst prediction with 721,799 reactions and 888 catalyst types from USPTO. Predict which catalyst facilitates the given reaction. (1) Reactant: [CH:1]1([NH:7][C:8]2[N:16]=[C:15]([NH:17][C:18]3[CH:26]=[CH:25][C:21]([C:22]([OH:24])=O)=[CH:20][C:19]=3[CH3:27])[N:14]=[C:13]3[C:9]=2[N:10]=[CH:11][NH:12]3)[CH2:6][CH2:5][CH2:4][CH2:3][CH2:2]1.[N:28]1[CH:33]=[CH:32][CH:31]=[C:30]([CH2:34][CH2:35][NH2:36])[CH:29]=1.Cl.CN(C)CCCN=C=NCC.ON1C2N=CC=CC=2N=N1.CN1CCOCC1. Product: [CH:1]1([NH:7][C:8]2[N:16]=[C:15]([NH:17][C:18]3[CH:26]=[CH:25][C:21]([C:22]([NH:36][CH2:35][CH2:34][C:30]4[CH:29]=[N:28][CH:33]=[CH:32][CH:31]=4)=[O:24])=[CH:20][C:19]=3[CH3:27])[N:14]=[C:13]3[C:9]=2[N:10]=[CH:11][NH:12]3)[CH2:6][CH2:5][CH2:4][CH2:3][CH2:2]1. The catalyst class is: 18. (2) Reactant: [H-].[Na+].[C:3]([O:9][N:10]=[C:11]([NH2:38])[CH2:12][O:13][C:14]1[C:23](=[O:24])[C:22]2[C:17](=[CH:18][C:19]([NH:26][CH:27]3[CH2:32][CH2:31][CH2:30][CH2:29][CH2:28]3)=[C:20]([F:25])[CH:21]=2)[N:16]([CH:33]2[CH2:37][CH2:36][CH2:35][CH2:34]2)[CH:15]=1)(=[O:8])[CH2:4][C:5]([CH3:7])=[O:6]. Product: [CH:27]1([NH:26][C:19]2[CH:18]=[C:17]3[C:22]([C:23](=[O:24])[C:14]([O:13][CH2:12][C:11]4[NH:38][C:3](=[O:8])[O:9][N:10]=4)=[CH:15][N:16]3[CH:33]3[CH2:37][CH2:36][CH2:35][CH2:34]3)=[CH:21][C:20]=2[F:25])[CH2:28][CH2:29][CH2:30][CH2:31][CH2:32]1.[CH:27]1([NH:26][C:19]2[CH:18]=[C:17]3[C:22]([C:23](=[O:24])[C:14]([O:13][CH2:12][C:11]4[N:38]=[C:3]([CH2:4][C:5](=[O:6])[CH3:7])[O:9][N:10]=4)=[CH:15][N:16]3[CH:33]3[CH2:37][CH2:36][CH2:35][CH2:34]3)=[CH:21][C:20]=2[F:25])[CH2:32][CH2:31][CH2:30][CH2:29][CH2:28]1. The catalyst class is: 11. (3) Reactant: Cl[C:2]1[N:7]=[C:6]2[N:8]([CH2:20][CH2:21][C:22]([O:25][CH3:26])([CH3:24])[CH3:23])[N:9]=[C:10]([NH:11][C:12]3[C:17]([Cl:18])=[CH:16][CH:15]=[CH:14][C:13]=3[Cl:19])[C:5]2=[CH:4][N:3]=1.C1COCC1.[CH3:32][NH:33]C.[C:35]([OH:41])([C:37]([F:40])([F:39])[F:38])=[O:36]. Product: [C:35]([OH:41])([C:37]([F:40])([F:39])[F:38])=[O:36].[Cl:18][C:17]1[CH:16]=[CH:15][CH:14]=[C:13]([Cl:19])[C:12]=1[NH:11][C:10]1[C:5]2[C:6](=[N:7][C:2]([NH:33][CH3:32])=[N:3][CH:4]=2)[N:8]([CH2:20][CH2:21][C:22]([O:25][CH3:26])([CH3:23])[CH3:24])[N:9]=1. The catalyst class is: 12. (4) Reactant: Cl[CH2:2][C:3]1[CH:4]=[CH:5][C:6]([Cl:9])=[N:7][CH:8]=1.[CH3:10][S-:11].[Na+]. Product: [Cl:9][C:6]1[CH:5]=[CH:4][C:3]([CH2:2][S:11][CH3:10])=[CH:8][N:7]=1. The catalyst class is: 8. (5) Reactant: [F:1][C:2]1[C:7]2[N:8]=[CH:9][O:10][C:6]=2[C:5]2[NH:11][C:12](=[O:22])[N:13]([C:14]3[CH:19]=[CH:18][C:17]([I:20])=[CH:16][C:15]=3[F:21])[C:4]=2[C:3]=1[F:23].[CH3:24][N:25]([CH3:30])[S:26](Cl)(=[O:28])=[O:27]. Product: [CH3:24][N:25]([CH3:30])[S:26]([N:11]1[C:5]2[C:6]3[O:10][CH:9]=[N:8][C:7]=3[C:2]([F:1])=[C:3]([F:23])[C:4]=2[N:13]([C:14]2[CH:19]=[CH:18][C:17]([I:20])=[CH:16][C:15]=2[F:21])[C:12]1=[O:22])(=[O:28])=[O:27]. The catalyst class is: 142. (6) Reactant: C([O:8][CH:9]1[CH2:12][CH:11]([O:13][CH2:14][C:15]2[C:16]([C:23]3[C:28]([Cl:29])=[CH:27][CH:26]=[CH:25][C:24]=3[Cl:30])=[N:17][O:18][C:19]=2[CH:20]2[CH2:22][CH2:21]2)[CH2:10]1)C1C=CC=CC=1. Product: [CH:20]1([C:19]2[O:18][N:17]=[C:16]([C:23]3[C:24]([Cl:30])=[CH:25][CH:26]=[CH:27][C:28]=3[Cl:29])[C:15]=2[CH2:14][O:13][CH:11]2[CH2:10][CH:9]([OH:8])[CH2:12]2)[CH2:22][CH2:21]1. The catalyst class is: 19. (7) Reactant: [N:1]1([C:7]2[CH:16]=[CH:15][C:14]3[C:9](=[CH:10][CH:11]=[CH:12][CH:13]=3)[N:8]=2)[CH2:6][CH2:5][NH:4][CH2:3][CH2:2]1.[N+:17]([C:20]1[CH:25]=[CH:24][C:23]([NH:26][CH:27]2[CH2:32][CH2:31][CH:30]([O:33][CH2:34][C:35](O)=[O:36])[CH2:29][CH2:28]2)=[CH:22][C:21]=1[C:38]([F:41])([F:40])[F:39])([O-:19])=[O:18].CCN=C=NCCCN(C)C.Cl.C1C=CC2N(O)N=NC=2C=1.C(N(CC)CC)C. Product: [N+:17]([C:20]1[CH:25]=[CH:24][C:23]([NH:26][CH:27]2[CH2:28][CH2:29][CH:30]([O:33][CH2:34][C:35]([N:4]3[CH2:3][CH2:2][N:1]([C:7]4[CH:16]=[CH:15][C:14]5[C:9](=[CH:10][CH:11]=[CH:12][CH:13]=5)[N:8]=4)[CH2:6][CH2:5]3)=[O:36])[CH2:31][CH2:32]2)=[CH:22][C:21]=1[C:38]([F:39])([F:40])[F:41])([O-:19])=[O:18]. The catalyst class is: 4.